From a dataset of Catalyst prediction with 721,799 reactions and 888 catalyst types from USPTO. Predict which catalyst facilitates the given reaction. (1) Reactant: [Br:1]Br.[C:3]12[C:9](=[CH:10][CH:11]=[CH:12][CH:13]=1)[NH:8][C:7](=[O:14])[O:6][C:4]2=[O:5]. Product: [Br:1][C:12]1[CH:11]=[CH:10][C:9]2[NH:8][C:7](=[O:14])[O:6][C:4](=[O:5])[C:3]=2[CH:13]=1. The catalyst class is: 6. (2) Reactant: [OH-].[Na+].[CH3:3][O:4][C:5]1[N:10]=[CH:9][C:8]([N:11]2[C:15]([C:16]([O:18]CC)=[O:17])=[CH:14][C:13]([Si:21]([CH3:24])([CH3:23])[CH3:22])=[N:12]2)=[CH:7][CH:6]=1. Product: [CH3:3][O:4][C:5]1[N:10]=[CH:9][C:8]([N:11]2[C:15]([C:16]([OH:18])=[O:17])=[CH:14][C:13]([Si:21]([CH3:22])([CH3:24])[CH3:23])=[N:12]2)=[CH:7][CH:6]=1. The catalyst class is: 14.